This data is from Reaction yield outcomes from USPTO patents with 853,638 reactions. The task is: Predict the reaction yield, written as a fraction of the theoretical maximum amount of product (1.0 means a 100% yield; for example, 0.34 means a 34% yield). (1) The reactants are [CH:1](NC(C)C)(C)C.C([Li])CCC.[N:13]1([C:19]2[S:20][C:21]3[C:27](=[O:28])[CH2:26][CH2:25][CH2:24][C:22]=3[N:23]=2)[CH2:18][CH2:17][O:16][CH2:15][CH2:14]1.CI. The catalyst is C1COCC1. The product is [CH3:1][CH:26]1[CH2:25][CH2:24][C:22]2[N:23]=[C:19]([N:13]3[CH2:14][CH2:15][O:16][CH2:17][CH2:18]3)[S:20][C:21]=2[C:27]1=[O:28]. The yield is 0.130. (2) The reactants are [C:1]([O:5][C:6]([NH:8][C@@H:9]1[C:23](=[O:24])[N:22]2[CH2:25][C@H:26]([O:28][C:29]3[C:30]4[CH:43]=[CH:42][S:41][C:31]=4[N:32]=[C:33]([C:35]4[CH:40]=[CH:39][CH:38]=[CH:37][N:36]=4)[N:34]=3)[CH2:27][C@H:21]2[C:20](=[O:44])[NH:19][C@:18]2([C:46]([O:48]C)=[O:47])[CH2:45][C@H:17]2[CH:16]=[CH:15][CH2:14][CH2:13][CH2:12][CH2:11][CH2:10]1)=[O:7])([CH3:4])([CH3:3])[CH3:2].O1CCCC1.[OH-].[Li+]. The product is [C:1]([O:5][C:6]([NH:8][C@@H:9]1[C:23](=[O:24])[N:22]2[CH2:25][C@H:26]([O:28][C:29]3[C:30]4[CH:43]=[CH:42][S:41][C:31]=4[N:32]=[C:33]([C:35]4[CH:40]=[CH:39][CH:38]=[CH:37][N:36]=4)[N:34]=3)[CH2:27][C@H:21]2[C:20](=[O:44])[NH:19][C@:18]2([C:46]([OH:48])=[O:47])[CH2:45][C@H:17]2[CH:16]=[CH:15][CH2:14][CH2:13][CH2:12][CH2:11][CH2:10]1)=[O:7])([CH3:4])([CH3:2])[CH3:3]. The catalyst is CO. The yield is 0.0800. (3) The reactants are C(O)(C(F)(F)F)=O.[S:8]1[CH:12]=[CH:11][C:10]([C@H:13]2[C@H:22]3[CH2:23][CH2:24][N:25]([C:26]([O:28]C(C)(C)C)=O)[C@H:21]3[C:20]3[CH:19]=[CH:18][CH:17]=[CH:16][C:15]=3[NH:14]2)=[CH:9]1.[OH-].[Na+].[C:35]([NH:43][C:44]1[CH:52]=[CH:51][CH:50]=[CH:49][C:45]=1C(O)=O)(=[O:42])[C:36]1[CH:41]=[CH:40][CH:39]=[CH:38][CH:37]=1.C(N(CC)CC)C.CCOC(OC(OCC)=O)=O. The catalyst is O. The product is [S:8]1[CH:12]=[CH:11][C:10]([C@H:13]2[C@H:22]3[CH2:23][CH2:24][N:25]([C:26]([C:45]4[CH:49]=[CH:50][CH:51]=[CH:52][C:44]=4[NH:43][C:35](=[O:42])[C:36]4[CH:37]=[CH:38][CH:39]=[CH:40][CH:41]=4)=[O:28])[C@H:21]3[C:20]3[CH:15]=[CH:16][CH:17]=[CH:18][C:19]=3[NH:14]2)=[CH:9]1. The yield is 0.430.